From a dataset of Full USPTO retrosynthesis dataset with 1.9M reactions from patents (1976-2016). Predict the reactants needed to synthesize the given product. Given the product [Br:1][CH2:2][C:3]1[CH:4]=[CH:5][C:6]([CH3:12])=[C:7]([CH:11]=1)[C:8]([O:10][C:17]([CH3:20])([CH3:19])[CH3:18])=[O:9], predict the reactants needed to synthesize it. The reactants are: [Br:1][CH2:2][C:3]1[CH:4]=[CH:5][C:6]([CH3:12])=[C:7]([CH:11]=1)[C:8]([OH:10])=[O:9].ClC(Cl)(Cl)C(=N)O[C:17]([CH3:20])([CH3:19])[CH3:18].B(F)(F)F.CCOCC.